From a dataset of Reaction yield outcomes from USPTO patents with 853,638 reactions. Predict the reaction yield, written as a fraction of the theoretical maximum amount of product (1.0 means a 100% yield; for example, 0.34 means a 34% yield). (1) The reactants are [CH3:1][C:2]1([CH3:14])[C:6]([CH3:8])([CH3:7])[O:5][B:4]([C:9]2[CH:10]=[N:11][NH:12][CH:13]=2)[O:3]1.CN(C)C=O.[H-].[Na+].[CH3:22][NH:23][C:24](=[O:29])[C:25](Br)([CH3:27])[CH3:26]. The catalyst is CCOC(C)=O. The product is [CH3:22][NH:23][C:24](=[O:29])[C:25]([CH3:27])([N:12]1[CH:13]=[C:9]([B:4]2[O:5][C:6]([CH3:7])([CH3:8])[C:2]([CH3:14])([CH3:1])[O:3]2)[CH:10]=[N:11]1)[CH3:26]. The yield is 0.430. (2) The reactants are [OH:1][C:2]1[C:7](=[O:8])[N:6]2[CH2:9][C:10](=[O:13])[N:11]([CH3:12])[C:5]2=[N:4][C:3]=1[C:14]([O:16]CC)=O.[Cl:19][C:20]1[CH:21]=[C:22]([CH:25]=[CH:26][C:27]=1[F:28])[CH2:23][NH2:24]. No catalyst specified. The product is [Cl:19][C:20]1[CH:21]=[C:22]([CH:25]=[CH:26][C:27]=1[F:28])[CH2:23][NH:24][C:14]([C:3]1[N:4]=[C:5]2[N:11]([CH3:12])[C:10](=[O:13])[CH2:9][N:6]2[C:7](=[O:8])[C:2]=1[OH:1])=[O:16]. The yield is 0.520. (3) The reactants are [Cl:1][C:2]1[CH:7]=[CH:6][CH:5]=[CH:4][C:3]=1[NH:8][C:9]([C:12]1[S:25][C:15]2[C:16]3[CH:24]=[N:23][CH:22]=[CH:21][C:17]=3[O:18][CH2:19][CH2:20][C:14]=2[CH:13]=1)=[N:10][NH2:11].C1N=CN([C:31](N2C=NC=C2)=[O:32])C=1. The catalyst is CN(C)C=O. The product is [S:25]1[C:15]2[C:16]3[CH:24]=[N:23][CH:22]=[CH:21][C:17]=3[O:18][CH2:19][CH2:20][C:14]=2[CH:13]=[C:12]1[C:9]1[N:8]([C:3]2[CH:4]=[CH:5][CH:6]=[CH:7][C:2]=2[Cl:1])[C:31](=[O:32])[NH:11][N:10]=1. The yield is 0.310. (4) The reactants are [NH2:1][C:2]1[CH:15]=[C:14]2[C:5]([CH:6]([C:21]3[CH:26]=[CH:25][CH:24]=[CH:23][C:22]=3[CH3:27])[C:7]3[CH:8]=[CH:9][C:10]([N:18]([CH3:20])[CH3:19])=[CH:11][C:12]=3[Si:13]2([CH3:17])[CH3:16])=[CH:4][CH:3]=1.[CH3:28][O-].[Na+].C=O.[BH4-].[Na+].[OH-].[Na+]. The catalyst is CO. The product is [CH3:28][NH:1][C:2]1[CH:15]=[C:14]2[C:5]([CH:6]([C:21]3[CH:26]=[CH:25][CH:24]=[CH:23][C:22]=3[CH3:27])[C:7]3[CH:8]=[CH:9][C:10]([N:18]([CH3:20])[CH3:19])=[CH:11][C:12]=3[Si:13]2([CH3:17])[CH3:16])=[CH:4][CH:3]=1. The yield is 0.680. (5) The reactants are F[C:2]1[C:11]([CH:12]=O)=[CH:10][CH:9]=[CH:8][C:3]=1[C:4]([O:6][CH3:7])=[O:5].[OH:14][CH2:15][CH2:16][NH:17][NH2:18]. The catalyst is CO. The product is [OH:14][CH2:15][CH2:16][N:17]1[C:2]2[C:11](=[CH:10][CH:9]=[CH:8][C:3]=2[C:4]([O:6][CH3:7])=[O:5])[CH:12]=[N:18]1. The yield is 0.650. (6) The reactants are [CH3:1][C:2]1[CH:7]=[CH:6][N:5]=[CH:4][C:3]=1[N:8]1[CH2:12][CH2:11][NH:10][C:9]1=[O:13].Br[C:15]1[CH:22]=[CH:21][C:18]([C:19]#[N:20])=[CH:17][CH:16]=1.N[C@@H]1CCCC[C@H]1N.C(=O)([O-])[O-].[K+].[K+]. The catalyst is [Cu](I)I.O1CCOCC1. The product is [CH3:1][C:2]1[CH:7]=[CH:6][N:5]=[CH:4][C:3]=1[N:8]1[CH2:12][CH2:11][N:10]([C:15]2[CH:22]=[CH:21][C:18]([C:19]#[N:20])=[CH:17][CH:16]=2)[C:9]1=[O:13]. The yield is 0.642. (7) The reactants are [Cl:1][C:2]1[CH:7]=[CH:6][C:5]([CH:8]([CH2:12][OH:13])[C:9]([OH:11])=O)=[CH:4][CH:3]=1.[NH2:14][C:15]1[CH:16]=[C:17]([C:21]([C:23]2[C:31]3[CH:30]=[N:29][CH:28]=[N:27][C:26]=3[N:25]([CH:32]([CH3:34])[CH3:33])[CH:24]=2)=[O:22])[CH:18]=[N:19][CH:20]=1.C(N(C(C)C)CC)(C)C.CCN=C=NCCCN(C)C.Cl.Cl.C1C=CC2N(O)N=NC=2C=1. The catalyst is C1COCC1. The product is [Cl:1][C:2]1[CH:3]=[CH:4][C:5]([CH:8]([CH2:12][OH:13])[C:9]([NH:14][C:15]2[CH:20]=[N:19][CH:18]=[C:17]([C:21]([C:23]3[C:31]4[CH:30]=[N:29][CH:28]=[N:27][C:26]=4[N:25]([CH:32]([CH3:34])[CH3:33])[CH:24]=3)=[O:22])[CH:16]=2)=[O:11])=[CH:6][CH:7]=1. The yield is 0.0300. (8) The reactants are [Br:1][C:2]1[CH:6]=[C:5]([C:7]#[N:8])[N:4]([CH3:9])[C:3]=1[C:10]1[CH:11]=[CH:12][C:13]2[N:18](C(OC(C)(C)C)=O)[C:17](=[O:26])[O:16][C:15]([CH3:28])([CH3:27])[C:14]=2[CH:29]=1.[O-]CC.[Na+]. The catalyst is C1COCC1.C(O)C. The product is [Br:1][C:2]1[CH:6]=[C:5]([C:7]#[N:8])[N:4]([CH3:9])[C:3]=1[C:10]1[CH:11]=[CH:12][C:13]2[NH:18][C:17](=[O:26])[O:16][C:15]([CH3:27])([CH3:28])[C:14]=2[CH:29]=1. The yield is 0.540. (9) The reactants are [OH-].[Na+].[Br:3][C:4]1[CH:5]=[C:6]([C:13]([O:15]CC)=O)[C:7]2[CH:12]=[N:11][NH:10][C:8]=2[N:9]=1.[NH2:18][CH2:19][C:20]1[C:21](=[O:28])[NH:22][C:23]([CH3:27])=[CH:24][C:25]=1[CH3:26].C1CN([P+](ON2N=NC3C=CC=CC2=3)(N2CCCC2)N2CCCC2)CC1.F[P-](F)(F)(F)(F)F. The catalyst is CCO.CS(C)=O. The product is [Br:3][C:4]1[CH:5]=[C:6]([C:13]([NH:18][CH2:19][C:20]2[C:21](=[O:28])[NH:22][C:23]([CH3:27])=[CH:24][C:25]=2[CH3:26])=[O:15])[C:7]2[CH:12]=[N:11][NH:10][C:8]=2[N:9]=1. The yield is 0.585.